Dataset: Peptide-MHC class II binding affinity with 134,281 pairs from IEDB. Task: Regression. Given a peptide amino acid sequence and an MHC pseudo amino acid sequence, predict their binding affinity value. This is MHC class II binding data. The peptide sequence is VDPTDYFRNEQSIPP. The MHC is HLA-DPA10103-DPB10401 with pseudo-sequence HLA-DPA10103-DPB10401. The binding affinity (normalized) is 0.149.